From a dataset of Reaction yield outcomes from USPTO patents with 853,638 reactions. Predict the reaction yield, written as a fraction of the theoretical maximum amount of product (1.0 means a 100% yield; for example, 0.34 means a 34% yield). (1) The reactants are [CH3:1][O:2][C:3]1[CH:4]=[C:5]2[C:10](=[CH:11][C:12]=1[O:13][CH3:14])[N:9]=[CH:8][CH:7]=[C:6]2[O:15][C:16]1[CH:22]=[CH:21][C:19]([NH2:20])=[C:18]([CH3:23])[C:17]=1[CH3:24].ClC(Cl)(O[C:29](=[O:35])OC(Cl)(Cl)Cl)Cl.[CH3:37][C:38]1[CH:50]=[CH:49][CH:48]=[CH:47][C:39]=1[CH2:40][N:41]1[CH2:45][CH2:44][CH:43]([NH2:46])[CH2:42]1.C(=O)([O-])O.[Na+]. The catalyst is C(N(CC)CC)C.C(Cl)(Cl)Cl. The product is [CH3:1][O:2][C:3]1[CH:4]=[C:5]2[C:10](=[CH:11][C:12]=1[O:13][CH3:14])[N:9]=[CH:8][CH:7]=[C:6]2[O:15][C:16]1[CH:22]=[CH:21][C:19]([NH:20][C:29]([NH:46][CH:43]2[CH2:44][CH2:45][N:41]([CH2:40][C:39]3[CH:47]=[CH:48][CH:49]=[CH:50][C:38]=3[CH3:37])[CH2:42]2)=[O:35])=[C:18]([CH3:23])[C:17]=1[CH3:24]. The yield is 0.410. (2) The reactants are N=[C:2]1[C:6]2([CH2:11][CH2:10][CH2:9][CH2:8][CH2:7]2)[N:5]([C:12]2[CH:17]=[CH:16][C:15]([CH3:18])=[CH:14][CH:13]=2)[C:4](=[S:19])[N:3]1[C:20]1[CH:27]=[CH:26][C:23]([C:24]#[N:25])=[C:22]([C:28]([F:31])([F:30])[F:29])[CH:21]=1.C[OH:33].O. The catalyst is Cl. The product is [O:33]=[C:2]1[C:6]2([CH2:11][CH2:10][CH2:9][CH2:8][CH2:7]2)[N:5]([C:12]2[CH:17]=[CH:16][C:15]([CH3:18])=[CH:14][CH:13]=2)[C:4](=[S:19])[N:3]1[C:20]1[CH:27]=[CH:26][C:23]([C:24]#[N:25])=[C:22]([C:28]([F:31])([F:30])[F:29])[CH:21]=1. The yield is 0.950. (3) The reactants are [CH3:1][S:2](Cl)(=[O:4])=[O:3].[OH:6][C:7]1[CH:8]=[C:9]([C:17]([O:19][CH3:20])=[O:18])[CH:10]=[C:11]([CH:16]=1)[C:12]([O:14][CH3:15])=[O:13].CCN(CC)CC. The catalyst is C(Cl)Cl. The product is [CH3:1][S:2]([O:6][C:7]1[CH:16]=[C:11]([C:12]([O:14][CH3:15])=[O:13])[CH:10]=[C:9]([CH:8]=1)[C:17]([O:19][CH3:20])=[O:18])(=[O:4])=[O:3]. The yield is 1.00. (4) The reactants are [CH3:1][O:2][C:3]1[CH:4]=[C:5]([CH:36]=[CH:37][CH:38]=1)[CH2:6][CH2:7][N:8]1[CH:12]=[CH:11][N:10]=[C:9]1[C:13]1[CH:18]=[CH:17][C:16]([N:19]2[C:25](=[O:26])[CH2:24][C:23](=[O:27])[NH:22][C:21]3[C:28]4[C:33]([CH:34]=[CH:35][C:20]2=3)=[CH:32][CH:31]=[CH:30][CH:29]=4)=[CH:15][CH:14]=1.Cl.[Cl:40]C1C=CC(CN2C=CN=C2C2C=CC(N3C(=O)CC(=O)NC4C5C(C=CC3=4)=CC=CC=5)=CC=2)=CC=1. No catalyst specified. The product is [ClH:40].[CH3:1][O:2][C:3]1[CH:4]=[C:5]([CH:36]=[CH:37][CH:38]=1)[CH2:6][CH2:7][N:8]1[CH:12]=[CH:11][N:10]=[C:9]1[C:13]1[CH:14]=[CH:15][C:16]([N:19]2[C:25](=[O:26])[CH2:24][C:23](=[O:27])[NH:22][C:21]3[C:28]4[C:33]([CH:34]=[CH:35][C:20]2=3)=[CH:32][CH:31]=[CH:30][CH:29]=4)=[CH:17][CH:18]=1. The yield is 0.860.